From a dataset of Cav3 T-type calcium channel HTS with 100,875 compounds. Binary Classification. Given a drug SMILES string, predict its activity (active/inactive) in a high-throughput screening assay against a specified biological target. (1) The molecule is P(O)(O)(=O)CC(NC(=O)Cc1ccccc1)C. The result is 0 (inactive). (2) The compound is O(c1c(C(=O)Nc2c(OC)ccc(OC)c2)cccc1)CC. The result is 0 (inactive). (3) The molecule is O=C(Nc1ccc(Oc2ccccc2)cc1)CN1CCN(CC1)c1ncccc1. The result is 0 (inactive). (4) The drug is Brc1cc(C(=O)n2nc(cc2C)C)ccc1OC. The result is 0 (inactive). (5) The drug is S(CCC(NC(OC(C)(C)C)=O)c1oc(SCC(=O)N)nn1)C. The result is 0 (inactive). (6) The compound is S(Cc1cc2OCOc2cc1)c1n(c(nn1)c1ccccc1)C. The result is 0 (inactive). (7) The molecule is O=C(Nc1cc(Cn2nccc2)ccc1)C. The result is 0 (inactive).